Dataset: Forward reaction prediction with 1.9M reactions from USPTO patents (1976-2016). Task: Predict the product of the given reaction. (1) Given the reactants [C:1](Cl)(=[O:6])[C:2]([CH3:5])([CH3:4])[CH3:3].[OH:8][C:9]1[CH:14]=[CH:13][C:12]([C:15]2[CH:20]=[CH:19][C:18]([O:21][C:22]3[C:27](=[O:28])[N:26]([C:29]4[CH:34]=[CH:33][C:32]([CH3:35])=[CH:31][CH:30]=4)[N:25]=[CH:24][C:23]=3[N:36]3[CH2:41][CH2:40][N:39]([C:42]([O:44][C:45]([CH3:48])([CH3:47])[CH3:46])=[O:43])[CH2:38][CH2:37]3)=[CH:17][CH:16]=2)=[CH:11][CH:10]=1, predict the reaction product. The product is: [CH3:3][C:2]([CH3:5])([CH3:4])[C:1]([O:8][C:9]1[CH:14]=[CH:13][C:12]([C:15]2[CH:16]=[CH:17][C:18]([O:21][C:22]3[C:27](=[O:28])[N:26]([C:29]4[CH:34]=[CH:33][C:32]([CH3:35])=[CH:31][CH:30]=4)[N:25]=[CH:24][C:23]=3[N:36]3[CH2:37][CH2:38][N:39]([C:42]([O:44][C:45]([CH3:48])([CH3:47])[CH3:46])=[O:43])[CH2:40][CH2:41]3)=[CH:19][CH:20]=2)=[CH:11][CH:10]=1)=[O:6]. (2) Given the reactants [H-].[Na+].[CH3:3][O:4][C:5]1[CH:14]=[C:13]2[C:8]([C:9]([N:15]3[CH2:20][CH2:19][O:18][CH:17]([C:21]4[CH:26]=[CH:25][C:24]([O:27][CH3:28])=[CH:23][CH:22]=4)[CH2:16]3)=[CH:10][N:11]=[N:12]2)=[CH:7][C:6]=1[OH:29].I[CH2:31][C:32]([F:35])([F:34])[F:33].C(=O)(O)[O-].[Na+], predict the reaction product. The product is: [CH3:3][O:4][C:5]1[CH:14]=[C:13]2[C:8]([C:9]([N:15]3[CH2:20][CH2:19][O:18][C@@H:17]([C:21]4[CH:22]=[CH:23][C:24]([O:27][CH3:28])=[CH:25][CH:26]=4)[CH2:16]3)=[CH:10][N:11]=[N:12]2)=[CH:7][C:6]=1[O:29][CH2:31][C:32]([F:35])([F:34])[F:33]. (3) Given the reactants [NH2:1][C:2]1[N:3]([CH3:32])[C:4](=[O:31])[C:5]([C:20]2[CH:21]=[C:22]([CH:29]=O)[N:23]([CH2:25][CH2:26][CH2:27][F:28])[CH:24]=2)([C:7]2[CH:12]=[CH:11][CH:10]=[C:9]([C:13]3[C:14]([F:19])=[N:15][CH:16]=[CH:17][CH:18]=3)[CH:8]=2)[N:6]=1.Cl.[NH2:34][OH:35], predict the reaction product. The product is: [NH2:1][C:2]1[N:3]([CH3:32])[C:4](=[O:31])[C:5]([C:20]2[CH:21]=[C:22]([CH:29]=[N:34][OH:35])[N:23]([CH2:25][CH2:26][CH2:27][F:28])[CH:24]=2)([C:7]2[CH:12]=[CH:11][CH:10]=[C:9]([C:13]3[C:14]([F:19])=[N:15][CH:16]=[CH:17][CH:18]=3)[CH:8]=2)[N:6]=1. (4) Given the reactants O[CH2:2][C:3]1[CH:8]=[C:7]([C:9]2[CH:10]=[C:11]([C:15]3[CH2:21][C:20](=[O:22])[NH:19][C:18]4[CH:23]=[C:24]([C:33]([F:36])([F:35])[F:34])[C:25]([N:27]([CH2:29][CH:30]([CH3:32])[CH3:31])[CH3:28])=[CH:26][C:17]=4[N:16]=3)[CH:12]=[CH:13][CH:14]=2)[CH:6]=[CH:5][N:4]=1.S(Cl)(Cl)=O.[Cl-].[CH2:42]([NH:46][CH3:47])[CH:43]([CH3:45])[CH3:44], predict the reaction product. The product is: [CH2:29]([N:27]([CH3:28])[C:25]1[C:24]([C:33]([F:35])([F:36])[F:34])=[CH:23][C:18]2[NH:19][C:20](=[O:22])[CH2:21][C:15]([C:11]3[CH:12]=[CH:13][CH:14]=[C:9]([C:7]4[CH:6]=[CH:5][N:4]=[C:3]([CH2:2][N:46]([CH2:42][CH:43]([CH3:45])[CH3:44])[CH3:47])[CH:8]=4)[CH:10]=3)=[N:16][C:17]=2[CH:26]=1)[CH:30]([CH3:31])[CH3:32]. (5) The product is: [Cl:1][C:2]1[N:7]=[C:6]([NH:8][CH2:9][CH2:10][CH3:11])[C:5]([C:29]#[C:28][CH2:27][CH2:26][CH2:25][NH:24][C:23](=[O:30])[C@@H:22]([N:14]([CH3:13])[C:15](=[O:21])[O:16][C:17]([CH3:18])([CH3:20])[CH3:19])[CH3:31])=[CH:4][N:3]=1. Given the reactants [Cl:1][C:2]1[N:7]=[C:6]([NH:8][CH2:9][CH2:10][CH3:11])[C:5](I)=[CH:4][N:3]=1.[CH3:13][N:14]([C@@H:22]([CH3:31])[C:23](=[O:30])[NH:24][CH2:25][CH2:26][CH2:27][C:28]#[CH:29])[C:15](=[O:21])[O:16][C:17]([CH3:20])([CH3:19])[CH3:18].[Cl-].[NH4+].C(OCC)(=O)C, predict the reaction product. (6) Given the reactants [C:1]([C:3]1([NH:6][C:7]([C@@H:9]2[CH2:13][C@@H:12]([S:14]([C:17]3[CH:22]=[CH:21][C:20]([O:23][CH2:24][C:25]([F:28])([F:27])[F:26])=[CH:19][C:18]=3[C:29]([F:32])([F:31])[F:30])(=[O:16])=[O:15])[CH2:11][NH:10]2)=[O:8])[CH2:5][CH2:4]1)#[N:2].[F:33][C:34]([F:42])([F:41])[C:35]1([C:38](O)=[O:39])[CH2:37][CH2:36]1.CN(C(ON1N=NC2C=CC=NC1=2)=[N+](C)C)C.F[P-](F)(F)(F)(F)F.CCN(C(C)C)C(C)C.C(OC(C)=O)(C)C, predict the reaction product. The product is: [C:1]([C:3]1([NH:6][C:7]([C@@H:9]2[CH2:13][C@@H:12]([S:14]([C:17]3[CH:22]=[CH:21][C:20]([O:23][CH2:24][C:25]([F:26])([F:27])[F:28])=[CH:19][C:18]=3[C:29]([F:31])([F:32])[F:30])(=[O:16])=[O:15])[CH2:11][N:10]2[C:38]([C:35]2([C:34]([F:42])([F:41])[F:33])[CH2:37][CH2:36]2)=[O:39])=[O:8])[CH2:5][CH2:4]1)#[N:2]. (7) Given the reactants [F:1][C:2]1[C:7]([O:8][CH3:9])=[CH:6][C:5]([O:10][CH3:11])=[C:4]([F:12])[C:3]=1[N:13]1[CH2:18][C:17]2[CH:19]=[N:20][C:21]([CH:23]=C)=[CH:22][C:16]=2[N:15]([CH2:25][CH3:26])[C:14]1=[O:27].I([O-])(=O)(=O)=[O:29].[Na+], predict the reaction product. The product is: [F:1][C:2]1[C:7]([O:8][CH3:9])=[CH:6][C:5]([O:10][CH3:11])=[C:4]([F:12])[C:3]=1[N:13]1[CH2:18][C:17]2[CH:19]=[N:20][C:21]([CH:23]=[O:29])=[CH:22][C:16]=2[N:15]([CH2:25][CH3:26])[C:14]1=[O:27]. (8) Given the reactants [N:1]([CH2:4][CH2:5][NH:6]C(=O)CCCCCCCCCCCCC)=[N+:2]=[N-:3].[CH3:22][C:23]1[C:28]([CH3:29])=[C:27]([CH3:30])[C:26]([CH3:31])=[C:25]([CH3:32])[C:24]=1[S:33](Cl)(=[O:35])=[O:34].N(CCN)=[N+]=[N-].C(N(CC)CC)C, predict the reaction product. The product is: [N:1]([CH2:4][CH2:5][NH:6][S:33]([C:24]1[C:23]([CH3:22])=[C:28]([CH3:29])[C:27]([CH3:30])=[C:26]([CH3:31])[C:25]=1[CH3:32])(=[O:35])=[O:34])=[N+:2]=[N-:3]. (9) Given the reactants [H-].[Na+].[C:3]([O:12][CH2:13][CH:14]=[CH2:15])(=[O:11])[CH2:4][C:5]([O:7][CH2:8][CH:9]=[CH2:10])=[O:6].Cl[CH2:17][C:18]1[CH:30]=[CH:29][C:21]([C:22]([O:24][C:25]([CH3:28])([CH3:27])[CH3:26])=[O:23])=[CH:20][CH:19]=1.[Cl-].[NH4+], predict the reaction product. The product is: [C:25]([O:24][C:22]([C:21]1[CH:29]=[CH:30][C:18]([CH2:17][CH:4]([C:5]([O:7][CH2:8][CH:9]=[CH2:10])=[O:6])[C:3]([O:12][CH2:13][CH:14]=[CH2:15])=[O:11])=[CH:19][CH:20]=1)=[O:23])([CH3:28])([CH3:26])[CH3:27]. (10) Given the reactants C[O:2][C:3](=O)[C:4]([C:6]1[C:16]2=[C:17]3[C:12](=[CH:13][CH:14]=[CH:15]2)[CH2:11][CH2:10][CH2:9][N:8]3[CH:7]=1)=[O:5].[OH-].[NH4+:20], predict the reaction product. The product is: [C:6]1([C:4](=[O:5])[C:3]([NH2:20])=[O:2])[C:16]2=[C:17]3[C:12](=[CH:13][CH:14]=[CH:15]2)[CH2:11][CH2:10][CH2:9][N:8]3[CH:7]=1.